Dataset: Reaction yield outcomes from USPTO patents with 853,638 reactions. Task: Predict the reaction yield, written as a fraction of the theoretical maximum amount of product (1.0 means a 100% yield; for example, 0.34 means a 34% yield). (1) The reactants are [Cl:1][C:2]1[C:6]2[CH:7]=[CH:8][CH:9]=[CH:10][C:5]=2[O:4][C:3]=1[CH:11]=O.[CH3:13][NH2:14].[BH4-].[Na+]. The catalyst is CO. The product is [Cl:1][C:2]1[C:6]2[CH:7]=[CH:8][CH:9]=[CH:10][C:5]=2[O:4][C:3]=1[CH2:11][NH:14][CH3:13]. The yield is 0.820. (2) The reactants are C([O:3][C:4](=[O:46])[CH2:5][CH2:6][CH2:7][N:8]([C:38]1[CH:43]=[C:42]([CH3:44])[CH:41]=[C:40]([CH3:45])[CH:39]=1)[CH2:9][C:10]1[CH:37]=[CH:36][C:13]2[N:14]=[C:15]([NH:26][CH2:27][CH2:28][CH2:29][N:30]3[CH2:35][CH2:34][O:33][CH2:32][CH2:31]3)[N:16]([CH2:17][C:18]3[C:23]([OH:24])=[CH:22][CH:21]=[C:20]([CH3:25])[N:19]=3)[C:12]=2[CH:11]=1)C.[Li+].[OH-].O. The yield is 0.560. The catalyst is O1CCCC1.O. The product is [CH3:44][C:42]1[CH:43]=[C:38]([N:8]([CH2:9][C:10]2[CH:37]=[CH:36][C:13]3[N:14]=[C:15]([NH:26][CH2:27][CH2:28][CH2:29][N:30]4[CH2:35][CH2:34][O:33][CH2:32][CH2:31]4)[N:16]([CH2:17][C:18]4[C:23]([OH:24])=[CH:22][CH:21]=[C:20]([CH3:25])[N:19]=4)[C:12]=3[CH:11]=2)[CH2:7][CH2:6][CH2:5][C:4]([OH:46])=[O:3])[CH:39]=[C:40]([CH3:45])[CH:41]=1. (3) The reactants are Cl[C:2]1[C:11]2[C:6](=[CH:7][C:8]([O:20][CH3:21])=[CH:9][C:10]=2[O:12][CH:13]2[CH2:18][CH2:17][N:16]([CH3:19])[CH2:15][CH2:14]2)[N:5]=[CH:4][N:3]=1.[F:22][C:23]1[CH:24]=[C:25]([CH:27]=[CH:28][CH:29]=1)[NH2:26]. No catalyst specified. The product is [F:22][C:23]1[CH:24]=[C:25]([CH:27]=[CH:28][CH:29]=1)[NH:26][C:2]1[C:11]2[C:6](=[CH:7][C:8]([O:20][CH3:21])=[CH:9][C:10]=2[O:12][CH:13]2[CH2:18][CH2:17][N:16]([CH3:19])[CH2:15][CH2:14]2)[N:5]=[CH:4][N:3]=1. The yield is 0.410. (4) The reactants are C([O-])(O)=O.[Na+].[CH3:6][O:7][CH2:8][CH2:9][O:10][CH2:11][C:12]([C:15]1[CH:20]=[CH:19][C:18]([NH2:21])=[CH:17][C:16]=1[N+:22]([O-:24])=[O:23])([CH3:14])[CH3:13].[C:25](Cl)(=[O:27])[CH3:26].O. The catalyst is ClCCl. The product is [CH3:6][O:7][CH2:8][CH2:9][O:10][CH2:11][C:12]([C:15]1[CH:20]=[CH:19][C:18]([NH:21][C:25](=[O:27])[CH3:26])=[CH:17][C:16]=1[N+:22]([O-:24])=[O:23])([CH3:14])[CH3:13]. The yield is 0.870. (5) The reactants are [CH3:1][C:2]1[N:7]=[C:6]([C:8]2[CH:13]=[CH:12][CH:11]=[C:10]([C:14]3[CH:15]=[C:16]([S:20](Cl)(=[O:22])=[O:21])[CH:17]=[CH:18][CH:19]=3)[N:9]=2)[CH:5]=[C:4]([C:24]2[CH:29]=[CH:28][C:27]([C:30]([F:33])([F:32])[F:31])=[CH:26][CH:25]=2)[CH:3]=1.[OH:34][CH:35]1[CH2:40][CH2:39][NH:38][CH2:37][CH2:36]1. The catalyst is C1COCC1.CCOC(C)=O. The product is [CH3:1][C:2]1[N:7]=[C:6]([C:8]2[CH:13]=[CH:12][CH:11]=[C:10]([C:14]3[CH:15]=[C:16]([S:20]([N:38]4[CH2:39][CH2:40][CH:35]([OH:34])[CH2:36][CH2:37]4)(=[O:22])=[O:21])[CH:17]=[CH:18][CH:19]=3)[N:9]=2)[CH:5]=[C:4]([C:24]2[CH:29]=[CH:28][C:27]([C:30]([F:33])([F:32])[F:31])=[CH:26][CH:25]=2)[CH:3]=1. The yield is 0.570. (6) The reactants are [OH-].[Na+].C[O:4][C:5](=[O:23])[C:6]1[CH:11]=[CH:10][C:9]([C:12]#[C:13][C:14]#[C:15][C:16]2[CH:17]=[N:18][C:19]([Cl:22])=[CH:20][CH:21]=2)=[CH:8][CH:7]=1. The catalyst is CO. The product is [Cl:22][C:19]1[N:18]=[CH:17][C:16]([C:15]#[C:14][C:13]#[C:12][C:9]2[CH:8]=[CH:7][C:6]([C:5]([OH:23])=[O:4])=[CH:11][CH:10]=2)=[CH:21][CH:20]=1. The yield is 0.500. (7) The reactants are C([O:4][C:5]1[C:14]2[C:9](=[CH:10][CH:11]=[CH:12][CH:13]=2)[C:8]([Cl:15])=[N:7][CH:6]=1)C=C.CCO[C:19]([CH3:21])=O.O.[CH3:23]OCCOCCOC. The catalyst is [Cl-].[Na+].O. The product is [CH2:23]([C:6]1[N:7]=[C:8]([Cl:15])[C:9]2[C:14]([C:5]=1[OH:4])=[CH:13][CH:12]=[CH:11][CH:10]=2)[CH:19]=[CH2:21]. The yield is 0.670.